The task is: Predict the reactants needed to synthesize the given product.. This data is from Full USPTO retrosynthesis dataset with 1.9M reactions from patents (1976-2016). (1) Given the product [O:25]=[C:24]1[C@H:10]([O:9][C:7](=[O:8])[C:4]2[CH:5]=[CH:6][CH:1]=[CH:2][CH:3]=2)[C@@H:11]([O:15][C:16](=[O:17])[C:18]2[CH:19]=[CH:20][CH:21]=[CH:22][CH:23]=2)[C:12](=[O:13])[O:14]1, predict the reactants needed to synthesize it. The reactants are: [CH:1]1[CH:6]=[CH:5][C:4]([C:7]([O:9][C@@H:10]([C:24](O)=[O:25])[C@@H:11]([O:15][C:16]([C:18]2[CH:23]=[CH:22][CH:21]=[CH:20][CH:19]=2)=[O:17])[C:12]([OH:14])=[O:13])=[O:8])=[CH:3][CH:2]=1.C(OC(=O)C)(=O)C. (2) Given the product [F:24][C:25]1[CH:32]=[CH:31][C:28]([CH2:29][NH:30][C:21]([C:19]2[NH:18][C:15]3=[N:16][CH:17]=[C:12]([O:11][CH2:10][CH2:9][CH2:8][N:2]4[CH2:3][CH2:4][CH2:5][CH2:6][CH2:7]4)[CH:13]=[C:14]3[CH:20]=2)=[O:23])=[CH:27][CH:26]=1, predict the reactants needed to synthesize it. The reactants are: Cl.[N:2]1([CH2:8][CH2:9][CH2:10][O:11][C:12]2[CH:13]=[C:14]3[CH:20]=[C:19]([C:21]([OH:23])=O)[NH:18][C:15]3=[N:16][CH:17]=2)[CH2:7][CH2:6][CH2:5][CH2:4][CH2:3]1.[F:24][C:25]1[CH:32]=[CH:31][C:28]([CH2:29][NH2:30])=[CH:27][CH:26]=1. (3) Given the product [Si:3]([O:20][CH2:21][CH2:22][O:23][CH2:24][C@H:25]([O:36][C:54]1[N:53]=[CH:52][N:51]=[C:50]2[N:46]([C:39]3[C:40]([C:41]#[N:42])=[CH:43][CH:44]=[CH:45][C:38]=3[Cl:37])[N:47]=[CH:48][C:49]=12)[C:26]([NH:28][C:29]1[CH:34]=[CH:33][C:32]([Cl:35])=[CH:31][N:30]=1)=[O:27])([C:16]([CH3:17])([CH3:18])[CH3:19])([C:10]1[CH:11]=[CH:12][CH:13]=[CH:14][CH:15]=1)[C:4]1[CH:5]=[CH:6][CH:7]=[CH:8][CH:9]=1, predict the reactants needed to synthesize it. The reactants are: [H-].[Na+].[Si:3]([O:20][CH2:21][CH2:22][O:23][CH2:24][C@H:25]([OH:36])[C:26]([NH:28][C:29]1[CH:34]=[CH:33][C:32]([Cl:35])=[CH:31][N:30]=1)=[O:27])([C:16]([CH3:19])([CH3:18])[CH3:17])([C:10]1[CH:15]=[CH:14][CH:13]=[CH:12][CH:11]=1)[C:4]1[CH:9]=[CH:8][CH:7]=[CH:6][CH:5]=1.[Cl:37][C:38]1[C:39]([N:46]2[C:50]3=[N:51][CH:52]=[N:53][C:54](Cl)=[C:49]3[CH:48]=[N:47]2)=[C:40]([CH:43]=[CH:44][CH:45]=1)[C:41]#[N:42].C(O)(=O)CC(CC(O)=O)(C(O)=O)O. (4) Given the product [CH3:2][C:1]([C:5]1[CH:6]=[C:7]([C:8]([O:10][CH3:11])=[O:9])[CH:12]=[CH:13][C:14]=1[C:30]1[CH:29]=[CH:28][CH:27]=[C:26]([O:25][CH2:23][CH3:24])[CH:31]=1)([CH3:4])[CH3:3], predict the reactants needed to synthesize it. The reactants are: [C:1]([C:5]1[CH:6]=[C:7]([CH:12]=[CH:13][C:14]=1OS(C(F)(F)F)(=O)=O)[C:8]([O:10][CH3:11])=[O:9])([CH3:4])([CH3:3])[CH3:2].[CH2:23]([O:25][C:26]1[CH:27]=[C:28](B(O)O)[CH:29]=[CH:30][CH:31]=1)[CH3:24].C(=O)([O-])[O-].[K+].[K+]. (5) Given the product [Br:1][C:2]1[N:7]=[C:6]([NH:8][CH2:16][C:10]2([F:9])[CH2:15][CH2:14][O:13][CH2:12][CH2:11]2)[CH:5]=[CH:4][CH:3]=1, predict the reactants needed to synthesize it. The reactants are: [Br:1][C:2]1[N:7]=[C:6]([NH2:8])[CH:5]=[CH:4][CH:3]=1.[F:9][C:10]1([CH:16]=O)[CH2:15][CH2:14][O:13][CH2:12][CH2:11]1.C(O)(=O)C.C(O[BH-](OC(=O)C)OC(=O)C)(=O)C.[Na+]. (6) Given the product [C:1]([O:5][C:6]([N:8]1[CH2:13][CH2:12][C:11]([C:14]#[N:15])([CH3:17])[CH2:10][CH2:9]1)=[O:7])([CH3:4])([CH3:2])[CH3:3], predict the reactants needed to synthesize it. The reactants are: [C:1]([O:5][C:6]([N:8]1[CH2:13][CH2:12][CH:11]([C:14]#[N:15])[CH2:10][CH2:9]1)=[O:7])([CH3:4])([CH3:3])[CH3:2].[Li+].[CH3:17][Si]([N-][Si](C)(C)C)(C)C.CI.